This data is from Forward reaction prediction with 1.9M reactions from USPTO patents (1976-2016). The task is: Predict the product of the given reaction. (1) The product is: [C:1]([NH:4][C:5]1[C:14]([NH2:15])=[CH:13][C:8]([C:9]([O:11][CH3:12])=[O:10])=[C:7]([OH:18])[C:6]=1[Br:19])(=[O:3])[CH3:2]. Given the reactants [C:1]([NH:4][C:5]1[C:14]([N+:15]([O-])=O)=[CH:13][C:8]([C:9]([O:11][CH3:12])=[O:10])=[C:7]([OH:18])[C:6]=1[Br:19])(=[O:3])[CH3:2].O.O.Cl[Sn]Cl, predict the reaction product. (2) Given the reactants [Br:1][C:2]1[C:10]2[O:9][CH2:8][O:7][C:6]=2[CH:5]=[C:4]([CH2:11]Br)[CH:3]=1.[OH:13][C:14]1[CH:19]=[CH:18][CH:17]=[CH:16][C:15]=1[CH2:20][C:21]([O:23][CH3:24])=[O:22], predict the reaction product. The product is: [Br:1][C:2]1[C:10]2[O:9][CH2:8][O:7][C:6]=2[CH:5]=[C:4]([CH2:11][O:13][C:14]2[CH:19]=[CH:18][CH:17]=[CH:16][C:15]=2[CH2:20][C:21]([O:23][CH3:24])=[O:22])[CH:3]=1.